The task is: Predict the product of the given reaction.. This data is from Forward reaction prediction with 1.9M reactions from USPTO patents (1976-2016). (1) Given the reactants [N:1]1[CH:6]=[CH:5][CH:4]=[CH:3][C:2]=1[C:7]1[CH:15]=[CH:14][C:10]([C:11](Cl)=[O:12])=[CH:9][CH:8]=1.CCN(C(C)C)C(C)C.[F:25][C:26]1[CH:27]=[C:28]([CH:30]=[CH:31][C:32]=1[N:33]1[CH2:38][CH2:37][CH2:36][CH2:35][CH2:34]1)[NH2:29], predict the reaction product. The product is: [F:25][C:26]1[CH:27]=[C:28]([NH:29][C:11](=[O:12])[C:10]2[CH:14]=[CH:15][C:7]([C:2]3[CH:3]=[CH:4][CH:5]=[CH:6][N:1]=3)=[CH:8][CH:9]=2)[CH:30]=[CH:31][C:32]=1[N:33]1[CH2:34][CH2:35][CH2:36][CH2:37][CH2:38]1. (2) Given the reactants [Br:1][C:2]1[CH:7]=[C:6](Br)[C:5]([N+:9]([O-:11])=[O:10])=[CH:4][N:3]=1.[O:12]1[CH2:17][CH2:16][CH:15]([CH2:18][NH2:19])[CH2:14][CH2:13]1.C(N(CC)CC)C, predict the reaction product. The product is: [Br:1][C:2]1[CH:7]=[C:6]([NH:19][CH2:18][CH:15]2[CH2:16][CH2:17][O:12][CH2:13][CH2:14]2)[C:5]([N+:9]([O-:11])=[O:10])=[CH:4][N:3]=1. (3) Given the reactants [NH:1]1[CH2:5][CH2:4][CH2:3][C@H:2]1[CH2:6][OH:7].[CH:8]([N:11]1[C:15]([C:16](O)=[O:17])=[CH:14][CH:13]=[N:12]1)([CH3:10])[CH3:9].CN(C(ON1N=NC2C=CC=NC1=2)=[N+](C)C)C.F[P-](F)(F)(F)(F)F, predict the reaction product. The product is: [OH:7][CH2:6][C@@H:2]1[CH2:3][CH2:4][CH2:5][N:1]1[C:16]([C:15]1[N:11]([CH:8]([CH3:10])[CH3:9])[N:12]=[CH:13][CH:14]=1)=[O:17].